From a dataset of Reaction yield outcomes from USPTO patents with 853,638 reactions. Predict the reaction yield, written as a fraction of the theoretical maximum amount of product (1.0 means a 100% yield; for example, 0.34 means a 34% yield). (1) The reactants are [F:1][C:2]([F:20])([F:19])[C:3]1[CH:8]=[CH:7][C:6]([C:9]#[C:10][C:11]2[CH:18]=[CH:17][C:14]([CH:15]=O)=[CH:13][CH:12]=2)=[CH:5][CH:4]=1.[NH2:21][C:22]1[CH:23]=[CH:24][C:25]2[O:30][C:29]([CH3:32])([CH3:31])[O:28][C:27](=[O:33])[C:26]=2[CH:34]=1. No catalyst specified. The product is [CH3:31][C:29]1([CH3:32])[O:30][C:25]2[CH:24]=[CH:23][C:22]([NH:21][CH2:15][C:14]3[CH:17]=[CH:18][C:11]([C:10]#[C:9][C:6]4[CH:7]=[CH:8][C:3]([C:2]([F:20])([F:19])[F:1])=[CH:4][CH:5]=4)=[CH:12][CH:13]=3)=[CH:34][C:26]=2[C:27](=[O:33])[O:28]1. The yield is 0.300. (2) The reactants are [NH:1]1[CH2:5][CH2:4][C@H:3]([NH:6][C:7](=[O:13])[O:8][C:9]([CH3:12])([CH3:11])[CH3:10])[CH2:2]1.[CH2:14]=O.[BH4-].[Na+].O. The catalyst is CO. The product is [CH3:14][N:1]1[CH2:5][CH2:4][C@H:3]([NH:6][C:7](=[O:13])[O:8][C:9]([CH3:10])([CH3:12])[CH3:11])[CH2:2]1. The yield is 0.650.